This data is from Forward reaction prediction with 1.9M reactions from USPTO patents (1976-2016). The task is: Predict the product of the given reaction. (1) Given the reactants [NH2:1][CH:2]1[N:8]=[C:7]([C:9]2[CH:14]=[CH:13][CH:12]=[CH:11][CH:10]=2)[C:6]2[CH:15]=[CH:16][CH:17]=[CH:18][C:5]=2[N:4]([CH3:19])[C:3]1=[O:20].[F:21][C:22]1[CH:23]=[C:24]([CH:37]=[C:38]([F:40])[CH:39]=1)[CH2:25][NH:26][C:27](=[O:36])[CH:28]([C:32]([CH3:35])([CH3:34])[CH3:33])[C:29](O)=[O:30], predict the reaction product. The product is: [C:32]([CH:28]([C:29]([NH:1][CH:2]1[C:3](=[O:20])[N:4]([CH3:19])[C:5]2[CH:18]=[CH:17][CH:16]=[CH:15][C:6]=2[C:7]([C:9]2[CH:14]=[CH:13][CH:12]=[CH:11][CH:10]=2)=[N:8]1)=[O:30])[C:27]([NH:26][CH2:25][C:24]1[CH:23]=[C:22]([F:21])[CH:39]=[C:38]([F:40])[CH:37]=1)=[O:36])([CH3:35])([CH3:33])[CH3:34]. (2) The product is: [ClH:1].[ClH:1].[NH2:29][C@@H:17]1[C:16]2[CH:37]=[C:12]([CH:13]=[CH:14][N:15]=2)[C:11]2[N:10]([CH:9]([F:8])[F:38])[N:26]=[CH:25][C:24]=2[NH:23][C:22](=[O:27])[C@@H:21]([CH3:28])[CH2:20][CH2:19][CH2:18]1. Given the reactants [ClH:1].O1CCOCC1.[F:8][CH:9]([F:38])[N:10]1[N:26]=[CH:25][C:24]2[NH:23][C:22](=[O:27])[C@@H:21]([CH3:28])[CH2:20][CH2:19][CH2:18][C@H:17]([NH:29]C(=O)OC(C)(C)C)[C:16]3[CH:37]=[C:12]([CH:13]=[CH:14][N:15]=3)[C:11]1=2, predict the reaction product. (3) Given the reactants CN(C(ON1N=NC2C=CC=NC1=2)=[N+](C)C)C.F[P-](F)(F)(F)(F)F.C(N(C(C)C)CC)(C)C.Br.[CH2:35]1[C:38]2([CH:42]([NH:43][C:44]3[C:45]4[N:46]([CH:53]=[C:54]([C:56]5[CH:57]=[N:58][N:59]([CH3:61])[CH:60]=5)[CH:55]=4)[N:47]=[CH:48][C:49]=3[C:50]([NH2:52])=[O:51])[CH2:41][NH:40][CH2:39]2)[CH2:37][CH2:36]1.[CH:62]1([C:65]([O-])=[O:66])[CH2:64][CH2:63]1, predict the reaction product. The product is: [CH:62]1([C:65]([N:40]2[CH2:41][C@@H:42]([NH:43][C:44]3[C:45]4[N:46]([CH:53]=[C:54]([C:56]5[CH:57]=[N:58][N:59]([CH3:61])[CH:60]=5)[CH:55]=4)[N:47]=[CH:48][C:49]=3[C:50]([NH2:52])=[O:51])[C:38]3([CH2:37][CH2:36][CH2:35]3)[CH2:39]2)=[O:66])[CH2:64][CH2:63]1. (4) Given the reactants [CH3:1][N:2]1[C:7](=[O:8])[CH:6]=[CH:5][C:4]([C:9]([OH:11])=O)=[CH:3]1.C(N1C=CN=C1)(N1C=CN=C1)=O.COC(=O)[CH2:27][C:28]1[CH:33]=[C:32]([O:34][CH3:35])[CH:31]=[CH:30][C:29]=1[Cl:36].[H-].[Na+].[Cl-].[NH4+], predict the reaction product. The product is: [Cl:36][C:29]1[CH:30]=[CH:31][C:32]([O:34][CH3:35])=[CH:33][C:28]=1[CH2:27][C:9]([C:4]1[CH:5]=[CH:6][C:7](=[O:8])[N:2]([CH3:1])[CH:3]=1)=[O:11]. (5) The product is: [F:1][C:2]([F:14])([F:13])[C:3]1[CH:4]=[C:5]([S:9]([N:15]2[CH2:20][CH2:19][CH2:18][CH2:17][CH:16]2[CH2:21][OH:22])(=[O:11])=[O:10])[CH:6]=[CH:7][CH:8]=1. Given the reactants [F:1][C:2]([F:14])([F:13])[C:3]1[CH:4]=[C:5]([S:9](Cl)(=[O:11])=[O:10])[CH:6]=[CH:7][CH:8]=1.[NH:15]1[CH2:20][CH2:19][CH2:18][CH2:17][CH:16]1[CH2:21][OH:22].C(N(CC)CC)C, predict the reaction product.